From a dataset of Forward reaction prediction with 1.9M reactions from USPTO patents (1976-2016). Predict the product of the given reaction. (1) Given the reactants [OH:1][C:2]1[CH:7]=[C:6]([CH3:8])[C:5]([NH:9][CH:10]=[O:11])=[C:4]([CH3:12])[C:3]=1[CH3:13].[CH2:14](Cl)[CH:15]=[CH:16][C:17]1[CH:22]=[CH:21][CH:20]=[CH:19][CH:18]=1, predict the reaction product. The product is: [CH3:12][C:4]1[C:3]([CH3:13])=[C:2]([O:1][CH2:14]/[CH:15]=[CH:16]/[C:17]2[CH:22]=[CH:21][CH:20]=[CH:19][CH:18]=2)[CH:7]=[C:6]([CH3:8])[C:5]=1[NH:9][CH:10]=[O:11]. (2) Given the reactants [CH2:1]([O:3][C:4]([CH:6]1[CH:8]([C:9]2[CH:14]=[CH:13][CH:12]=[CH:11][CH:10]=2)O1)=[O:5])[CH3:2].[N-:15]=[N+]=[N-].[Na+].[Cl-].[NH4+].C1C=CC(P(C2C=CC=CC=2)C2C=CC=CC=2)=CC=1.N#N, predict the reaction product. The product is: [CH2:1]([O:3][C:4]([C@H:6]1[C@H:8]([C:9]2[CH:14]=[CH:13][CH:12]=[CH:11][CH:10]=2)[NH:15]1)=[O:5])[CH3:2]. (3) Given the reactants [Cl:1][C:2]1[C:3]([CH3:12])=[C:4]([S:8](Cl)(=[O:10])=[O:9])[CH:5]=[CH:6][CH:7]=1.N1C=CC=CC=1.[NH2:19][C:20]1[CH:38]=[C:37]([Cl:39])[C:23]([CH2:24][CH:25]2[CH2:29][CH2:28][N:27]([CH:30]3[CH2:35][CH2:34][CH2:33][CH2:32][CH2:31]3)[C:26]2=[O:36])=[C:22]([Cl:40])[CH:21]=1, predict the reaction product. The product is: [Cl:1][C:2]1[C:3]([CH3:12])=[C:4]([S:8]([NH:19][C:20]2[CH:38]=[C:37]([Cl:39])[C:23]([CH2:24][CH:25]3[CH2:29][CH2:28][N:27]([CH:30]4[CH2:35][CH2:34][CH2:33][CH2:32][CH2:31]4)[C:26]3=[O:36])=[C:22]([Cl:40])[CH:21]=2)(=[O:10])=[O:9])[CH:5]=[CH:6][CH:7]=1. (4) Given the reactants [CH2:1]([C:3]1[CH:4]=[C:5]([CH2:15][CH2:16][NH2:17])[CH:6]=[CH:7][C:8]=1[CH2:9][N:10]1[CH2:14][CH2:13][CH2:12][CH2:11]1)[CH3:2].[Cl:18][C:19]1[CH:24]=[CH:23][C:22]([C:25]2[CH:30]=[CH:29][C:28]([C:31](O)=[O:32])=[CH:27][CH:26]=2)=[CH:21][CH:20]=1, predict the reaction product. The product is: [CH2:1]([C:3]1[CH:4]=[C:5]([CH2:15][CH2:16][NH:17][C:31]([C:28]2[CH:27]=[CH:26][C:25]([C:22]3[CH:23]=[CH:24][C:19]([Cl:18])=[CH:20][CH:21]=3)=[CH:30][CH:29]=2)=[O:32])[CH:6]=[CH:7][C:8]=1[CH2:9][N:10]1[CH2:14][CH2:13][CH2:12][CH2:11]1)[CH3:2]. (5) Given the reactants ClC(Cl)(Cl)COC(=O)[NH:6][C:7]1[CH:12]=[CH:11][C:10]([S:13][C:14]2[CH:19]=[CH:18][C:17]([C:20](=[O:31])[NH:21][C:22]3[S:23][C:24]([C:27]([CH3:30])([CH3:29])[CH3:28])=[N:25][N:26]=3)=[CH:16][C:15]=2[NH:32][C:33]2[C:34]3[CH:42]=[CH:41][C:40]([CH:43]([CH3:45])[CH3:44])=[N:39][C:35]=3[N:36]=[CH:37][N:38]=2)=[CH:9][CH:8]=1.[OH-].[Na+].Cl, predict the reaction product. The product is: [NH2:6][C:7]1[CH:12]=[CH:11][C:10]([S:13][C:14]2[CH:19]=[CH:18][C:17]([C:20]([NH:21][C:22]3[S:23][C:24]([C:27]([CH3:28])([CH3:29])[CH3:30])=[N:25][N:26]=3)=[O:31])=[CH:16][C:15]=2[NH:32][C:33]2[C:34]3[CH:42]=[CH:41][C:40]([CH:43]([CH3:45])[CH3:44])=[N:39][C:35]=3[N:36]=[CH:37][N:38]=2)=[CH:9][CH:8]=1. (6) Given the reactants [CH2:1]([C:6]1[N:11]=[C:10]([C:12]2[CH:17]=[CH:16][CH:15]=[CH:14][CH:13]=2)[CH:9]=[CH:8][N:7]=1)[CH2:2][CH2:3][CH:4]=C.[OH2:18], predict the reaction product. The product is: [C:12]1([C:10]2[CH:9]=[CH:8][N:7]=[C:6]([CH2:1][CH2:2][CH2:3][CH:4]=[O:18])[N:11]=2)[CH:17]=[CH:16][CH:15]=[CH:14][CH:13]=1. (7) Given the reactants [F:1][C:2]([F:24])([F:23])[C:3]1[CH:8]=[C:7]([C:9]([F:12])([F:11])[F:10])[CH:6]=[CH:5][C:4]=1[C:13]1[CH:18]=[CH:17][N:16]=[C:15]([C:19](=[N:21][OH:22])[NH2:20])[CH:14]=1.[C:25](N1C=CN=C1)(N1C=CN=C1)=[O:26].N12CCCN=C1CCCCC2.Cl, predict the reaction product. The product is: [F:24][C:2]([F:1])([F:23])[C:3]1[CH:8]=[C:7]([C:9]([F:10])([F:11])[F:12])[CH:6]=[CH:5][C:4]=1[C:13]1[CH:18]=[CH:17][N:16]=[C:15]([C:19]2[NH:21][O:22][C:25](=[O:26])[N:20]=2)[CH:14]=1. (8) Given the reactants [F:1][C:2]1[CH:3]=[C:4]([N+:9]([O-:11])=[O:10])[CH:5]=[CH:6][C:7]=1F.[CH3:12][N:13]1[CH2:18][CH2:17][NH:16][CH2:15][CH2:14]1.C(=O)([O-])[O-].[K+].[K+], predict the reaction product. The product is: [F:1][C:2]1[CH:3]=[C:4]([N+:9]([O-:11])=[O:10])[CH:5]=[CH:6][C:7]=1[N:16]1[CH2:17][CH2:18][N:13]([CH3:12])[CH2:14][CH2:15]1. (9) Given the reactants [NH2:1][C@H:2]1[CH2:10][C:9]2[C:4](=[CH:5][C:6]([O:11][CH2:12][CH3:13])=[CH:7][CH:8]=2)[C@@H:3]1[OH:14].[O-]P([O-])([O-])=O.[Na+].[Na+].[Na+], predict the reaction product. The product is: [CH2:3]([N:1]([CH2:5][CH2:4][CH3:9])[C@H:2]1[CH2:10][C:9]2[C:4](=[CH:5][C:6]([O:11][CH2:12][CH3:13])=[CH:7][CH:8]=2)[C@@H:3]1[OH:14])[CH2:2][CH3:10]. (10) The product is: [F:17][CH:16]([F:18])[C@@:8]1([C:6]2[CH:7]=[C:2]([B:25]3[O:29][C:28]([CH3:31])([CH3:30])[C:27]([CH3:33])([CH3:32])[O:26]3)[CH:3]=[CH:4][C:5]=2[F:19])[C@@H:14]2[C@@H:12]([CH2:13]2)[O:11][C:10]([NH2:15])=[N:9]1. Given the reactants Br[C:2]1[CH:3]=[CH:4][C:5]([F:19])=[C:6]([C@:8]2([CH:16]([F:18])[F:17])[C@@H:14]3[C@@H:12]([CH2:13]3)[O:11][C:10]([NH2:15])=[N:9]2)[CH:7]=1.C([O-])(=O)C.[K+].[B:25]1([B:25]2[O:29][C:28]([CH3:31])([CH3:30])[C:27]([CH3:33])([CH3:32])[O:26]2)[O:29][C:28]([CH3:31])([CH3:30])[C:27]([CH3:33])([CH3:32])[O:26]1, predict the reaction product.